Task: Predict the product of the given reaction.. Dataset: Forward reaction prediction with 1.9M reactions from USPTO patents (1976-2016) (1) Given the reactants [Br:1][C:2]1[CH:3]=[C:4]([OH:10])[C:5](=[CH:8][CH:9]=1)[CH:6]=[O:7].C(=O)([O-])[O-].[K+].[K+].[CH2:17](Br)[CH:18]=[CH2:19], predict the reaction product. The product is: [CH2:19]([O:10][C:4]1[CH:3]=[C:2]([Br:1])[CH:9]=[CH:8][C:5]=1[CH:6]=[O:7])[CH:18]=[CH2:17]. (2) Given the reactants [NH2:1][C:2]1[N:7]=[CH:6][N:5]=[C:4]2[N:8]([C@@H:25]3[CH2:30][CH2:29][CH2:28][N:27]([C:31](=[O:54])[C:32]([C:52]#[N:53])=[CH:33][C:34]([N:37]4[CH2:42][C@@H:41]([CH3:43])[N:40](C(OC(C)(C)C)=O)[C@@H:39]([CH3:51])[CH2:38]4)([CH3:36])[CH3:35])[CH2:26]3)[N:9]=[C:10]([C:11]3[CH:16]=[CH:15][C:14]([O:17][C:18]4[CH:23]=[CH:22][CH:21]=[CH:20][CH:19]=4)=[CH:13][C:12]=3[F:24])[C:3]=12, predict the reaction product. The product is: [NH2:1][C:2]1[N:7]=[CH:6][N:5]=[C:4]2[N:8]([C@@H:25]3[CH2:30][CH2:29][CH2:28][N:27]([C:31]([C:32](=[CH:33][C:34]([N:37]4[CH2:42][C@@H:41]([CH3:43])[NH:40][C@@H:39]([CH3:51])[CH2:38]4)([CH3:36])[CH3:35])[C:52]#[N:53])=[O:54])[CH2:26]3)[N:9]=[C:10]([C:11]3[CH:16]=[CH:15][C:14]([O:17][C:18]4[CH:23]=[CH:22][CH:21]=[CH:20][CH:19]=4)=[CH:13][C:12]=3[F:24])[C:3]=12.